Dataset: Peptide-MHC class I binding affinity with 185,985 pairs from IEDB/IMGT. Task: Regression. Given a peptide amino acid sequence and an MHC pseudo amino acid sequence, predict their binding affinity value. This is MHC class I binding data. (1) The peptide sequence is LPRRSGAAGA. The MHC is HLA-B35:01 with pseudo-sequence HLA-B35:01. The binding affinity (normalized) is 0.149. (2) The peptide sequence is VMLDWGIEL. The MHC is HLA-A02:01 with pseudo-sequence HLA-A02:01. The binding affinity (normalized) is 0.826. (3) The peptide sequence is GAVQWMNRLI. The MHC is Patr-B0101 with pseudo-sequence Patr-B0101. The binding affinity (normalized) is 0.313. (4) The peptide sequence is TEANAGQFL. The MHC is HLA-A23:01 with pseudo-sequence HLA-A23:01. The binding affinity (normalized) is 0.0847. (5) The peptide sequence is MYQYIFLSF. The MHC is HLA-A68:02 with pseudo-sequence HLA-A68:02. The binding affinity (normalized) is 0.0847. (6) The peptide sequence is GLYNLLIRC. The MHC is HLA-A11:02 with pseudo-sequence HLA-A11:01. The binding affinity (normalized) is 0.516.